From a dataset of Forward reaction prediction with 1.9M reactions from USPTO patents (1976-2016). Predict the product of the given reaction. (1) Given the reactants [CH3:1][C:2]([C:8]1[CH:13]=[CH:12][CH:11]=[CH:10][CH:9]=1)([CH3:7])[CH2:3][C:4]([OH:6])=O, predict the reaction product. The product is: [CH3:7][C:2]1([CH3:1])[C:8]2[C:13](=[CH:12][CH:11]=[CH:10][CH:9]=2)[C:4](=[O:6])[CH2:3]1. (2) Given the reactants [CH:1]1([C:4]2[CH:8]=[C:7]([NH2:9])[NH:6][N:5]=2)[CH2:3][CH2:2]1.Br[C:11]1[C:12](=[O:19])[N:13]([CH3:18])[CH:14]=[C:15]([Br:17])[CH:16]=1, predict the reaction product. The product is: [Br:17][C:15]1[CH:16]=[C:11]([NH:9][C:7]2[NH:6][N:5]=[C:4]([CH:1]3[CH2:3][CH2:2]3)[CH:8]=2)[C:12](=[O:19])[N:13]([CH3:18])[CH:14]=1. (3) Given the reactants [OH:1][C:2]1[CH:3]=[C:4]([CH:7]=[C:8]([OH:10])[CH:9]=1)[CH2:5][OH:6].[H-].[Na+].[CH2:13](Br)[C:14]1[CH:19]=[CH:18][CH:17]=[CH:16][CH:15]=1.CCOC(C)=O, predict the reaction product. The product is: [CH2:13]([O:1][C:2]1[CH:9]=[C:8]([OH:10])[CH:7]=[C:4]([CH2:5][OH:6])[CH:3]=1)[C:14]1[CH:19]=[CH:18][CH:17]=[CH:16][CH:15]=1. (4) Given the reactants [Cl:1][C:2]1[CH:3]=[C:4]([CH:23]=[CH:24][C:25]=1[Cl:26])[CH2:5][N:6]([CH3:22])[C:7]([C:9]1[CH2:13][N:12]([CH2:14][CH2:15][CH2:16][C:17]([OH:19])=O)[C:11](=[O:20])[C:10]=1[OH:21])=[O:8].[C:27]1([C:33]2([S:36]([NH2:39])(=[O:38])=[O:37])[CH2:35][CH2:34]2)[CH:32]=[CH:31][CH:30]=[CH:29][CH:28]=1, predict the reaction product. The product is: [Cl:1][C:2]1[CH:3]=[C:4]([CH:23]=[CH:24][C:25]=1[Cl:26])[CH2:5][N:6]([CH3:22])[C:7]([C:9]1[CH2:13][N:12]([CH2:14][CH2:15][CH2:16][C:17](=[O:19])[NH:39][S:36]([C:33]2([C:27]3[CH:32]=[CH:31][CH:30]=[CH:29][CH:28]=3)[CH2:34][CH2:35]2)(=[O:37])=[O:38])[C:11](=[O:20])[C:10]=1[OH:21])=[O:8]. (5) Given the reactants Br[C:2]1[CH:3]=[CH:4][C:5]2[N:6]([C:8]([C:18]([NH:20][CH3:21])=[O:19])=[C:9]([C:11]3[CH:16]=[CH:15][C:14]([F:17])=[CH:13][CH:12]=3)[N:10]=2)[CH:7]=1.B([C:25]1[CH:26]=[C:27]([CH:31]=[CH:32][CH:33]=1)[C:28]([OH:30])=[O:29])(O)O.O1CCOCC1.C([O-])([O-])=O.[Cs+].[Cs+], predict the reaction product. The product is: [F:17][C:14]1[CH:15]=[CH:16][C:11]([C:9]2[N:10]=[C:5]3[CH:4]=[CH:3][C:2]([C:25]4[CH:26]=[C:27]([CH:31]=[CH:32][CH:33]=4)[C:28]([OH:30])=[O:29])=[CH:7][N:6]3[C:8]=2[C:18](=[O:19])[NH:20][CH3:21])=[CH:12][CH:13]=1. (6) Given the reactants [C:1]([O:5][C:6](=[O:23])[C@H:7]([NH:11][S:12]([C:15]1[CH:20]=[CH:19][C:18]([O:21][CH3:22])=[CH:17][CH:16]=1)(=[O:14])=[O:13])[CH:8]([CH3:10])[CH3:9])([CH3:4])([CH3:3])[CH3:2].C(=O)([O-])[O-].[K+].[K+].[N+:30]([C:33]1[CH:34]=[C:35]([CH:38]=[CH:39][C:40]=1[CH3:41])[CH2:36]Cl)([O-:32])=[O:31], predict the reaction product. The product is: [C:1]([O:5][C:6](=[O:23])[C@H:7]([N:11]([CH2:36][C:35]1[CH:38]=[CH:39][C:40]([CH3:41])=[C:33]([N+:30]([O-:32])=[O:31])[CH:34]=1)[S:12]([C:15]1[CH:20]=[CH:19][C:18]([O:21][CH3:22])=[CH:17][CH:16]=1)(=[O:14])=[O:13])[CH:8]([CH3:10])[CH3:9])([CH3:2])([CH3:3])[CH3:4]. (7) Given the reactants [C:1]1([C:7]2[NH:16][C:10]3=[N:11][CH:12]=[C:13]([NH2:15])[CH:14]=[C:9]3[N:8]=2)[CH:6]=[CH:5][CH:4]=[CH:3][CH:2]=1.[C:17]1([CH:23](Br)[CH3:24])[CH:22]=[CH:21][CH:20]=[CH:19][CH:18]=1, predict the reaction product. The product is: [C:17]1([CH:23]([NH:15][C:13]2[CH:14]=[C:9]3[N:8]=[C:7]([C:1]4[CH:2]=[CH:3][CH:4]=[CH:5][CH:6]=4)[NH:16][C:10]3=[N:11][CH:12]=2)[CH3:24])[CH:22]=[CH:21][CH:20]=[CH:19][CH:18]=1.